From a dataset of NCI-60 drug combinations with 297,098 pairs across 59 cell lines. Regression. Given two drug SMILES strings and cell line genomic features, predict the synergy score measuring deviation from expected non-interaction effect. (1) Drug 1: CC1C(C(CC(O1)OC2CC(CC3=C2C(=C4C(=C3O)C(=O)C5=C(C4=O)C(=CC=C5)OC)O)(C(=O)C)O)N)O.Cl. Drug 2: C1C(C(OC1N2C=C(C(=O)NC2=O)F)CO)O. Cell line: SF-539. Synergy scores: CSS=46.0, Synergy_ZIP=-6.88, Synergy_Bliss=-8.22, Synergy_Loewe=-9.19, Synergy_HSA=-3.51. (2) Drug 1: CCN(CC)CCNC(=O)C1=C(NC(=C1C)C=C2C3=C(C=CC(=C3)F)NC2=O)C. Drug 2: C1CN(CCN1C(=O)CCBr)C(=O)CCBr. Cell line: SN12C. Synergy scores: CSS=20.6, Synergy_ZIP=-9.72, Synergy_Bliss=0.113, Synergy_Loewe=2.05, Synergy_HSA=4.36.